From a dataset of Reaction yield outcomes from USPTO patents with 853,638 reactions. Predict the reaction yield, written as a fraction of the theoretical maximum amount of product (1.0 means a 100% yield; for example, 0.34 means a 34% yield). (1) The reactants are [CH3:1][C:2]1[CH:3]=[C:4]([CH:7]=[CH:8][CH:9]=1)[CH2:5][OH:6].[C:10](O)(=[O:14])[CH:11]([CH3:13])[CH3:12]. The catalyst is C1(C)C=CC(S(O)(=O)=O)=CC=1.O. The product is [C:10]([O:6][CH2:5][C:4]1[CH:7]=[CH:8][CH:9]=[C:2]([CH3:1])[CH:3]=1)(=[O:14])[CH:11]([CH3:13])[CH3:12]. The yield is 0.600. (2) The reactants are [F:1][C:2]1[CH:7]=[CH:6][C:5]([C:8]2[CH:13]=[CH:12][CH:11]=[CH:10][C:9]=2B(O)O)=[CH:4][CH:3]=1.Br[C:18]1[CH:23]=[CH:22][C:21]([S:24]([NH2:27])(=[O:26])=[O:25])=[CH:20][CH:19]=1. No catalyst specified. The product is [F:1][C:2]1[CH:7]=[CH:6][C:5]([C:8]2[CH:13]=[CH:12][CH:11]=[CH:10][C:9]=2[C:18]2[CH:23]=[CH:22][C:21]([S:24]([NH2:27])(=[O:26])=[O:25])=[CH:20][CH:19]=2)=[CH:4][CH:3]=1. The yield is 0.460.